Dataset: Forward reaction prediction with 1.9M reactions from USPTO patents (1976-2016). Task: Predict the product of the given reaction. (1) Given the reactants [NH2:1][C:2]1[C:7]2=[C:8]([C:12]([NH:14][C@H:15]3[CH2:20][CH2:19][C@H:18]([OH:21])[CH2:17][CH2:16]3)=[O:13])[CH:9]=[C:10](Br)[N:6]2[N:5]=[CH:4][N:3]=1.[F:22][C:23]1[CH:28]=[C:27](B(O)O)[CH:26]=[CH:25][N:24]=1.C(=O)([O-])[O-].[K+].[K+].CCOCC, predict the reaction product. The product is: [NH2:1][C:2]1[C:7]2=[C:8]([C:12]([NH:14][C@H:15]3[CH2:20][CH2:19][C@H:18]([OH:21])[CH2:17][CH2:16]3)=[O:13])[CH:9]=[C:10]([C:27]3[CH:26]=[CH:25][N:24]=[C:23]([F:22])[CH:28]=3)[N:6]2[N:5]=[CH:4][N:3]=1. (2) Given the reactants [NH2:1][C:2]1[C:7]([Cl:8])=[C:6]([C:9]([O:11]C)=[O:10])[N:5]=[C:4]([C:13]2[C:14]([Cl:20])=[N:15][C:16]([Cl:19])=[CH:17][CH:18]=2)[CH:3]=1.[OH-].[Na+], predict the reaction product. The product is: [NH2:1][C:2]1[C:7]([Cl:8])=[C:6]([C:9]([OH:11])=[O:10])[N:5]=[C:4]([C:13]2[C:14]([Cl:20])=[N:15][C:16]([Cl:19])=[CH:17][CH:18]=2)[CH:3]=1. (3) Given the reactants [F:1][C:2]1([F:28])[CH2:27][C:6]2[S:7][C:8]([NH:16]C(C3CCCC=3C(O)=O)=O)=[C:9]([C:10]3[S:11][CH:12]=[C:13]([CH3:15])[N:14]=3)[C:5]=2[CH2:4][CH2:3]1.[CH:29]12[CH2:36][CH2:35][CH:32]([CH2:33][CH2:34]1)[C:31]1[C:37]([O:39][C:40](=[O:41])[C:30]2=1)=[O:38], predict the reaction product. The product is: [F:28][C:2]1([F:1])[CH2:27][C:6]2[S:7][C:8]([NH:16][C:40]([C:30]3[CH:29]4[CH2:36][CH2:35][CH:32]([CH2:33][CH2:34]4)[C:31]=3[C:37]([OH:39])=[O:38])=[O:41])=[C:9]([C:10]3[S:11][CH:12]=[C:13]([CH3:15])[N:14]=3)[C:5]=2[CH2:4][CH2:3]1. (4) The product is: [CH2:1]([N:8]1[C@@H:13]2[C@H:14]([C:16]#[N:17])[CH2:15][C@@:9]1([C:36]1[CH:41]=[CH:40][CH:39]=[CH:38][CH:37]=1)[C@H:10]([O:18][C@H:19]([C:22]1[CH:27]=[C:26]([C:28]([F:30])([F:31])[F:29])[CH:25]=[C:24]([C:32]([F:33])([F:34])[F:35])[CH:23]=1)[CH2:20][O:21][CH3:46])[CH2:11][CH2:12]2)[C:2]1[CH:7]=[CH:6][CH:5]=[CH:4][CH:3]=1. Given the reactants [CH2:1]([N:8]1[C@@H:13]2[C@H:14]([C:16]#[N:17])[CH2:15][C@@:9]1([C:36]1[CH:41]=[CH:40][CH:39]=[CH:38][CH:37]=1)[C@H:10]([O:18][C@H:19]([C:22]1[CH:27]=[C:26]([C:28]([F:31])([F:30])[F:29])[CH:25]=[C:24]([C:32]([F:35])([F:34])[F:33])[CH:23]=1)[CH2:20][OH:21])[CH2:11][CH2:12]2)[C:2]1[CH:7]=[CH:6][CH:5]=[CH:4][CH:3]=1.CI.[H-].[Na+].[CH2:46]1OCCOCCOCCOCCOCCOC1, predict the reaction product. (5) Given the reactants C(OC([N:8]1[C:21]2[C:12](=[C:13]3[C:18](=[CH:19][CH:20]=2)[CH2:17][CH2:16][C@H:15]([C:22]([CH3:30])([CH3:29])[O:23][SiH2:24][C:25]([CH3:28])([CH3:27])[CH3:26])[O:14]3)[CH2:11][CH2:10][CH:9]1O)=O)(C)(C)C, predict the reaction product. The product is: [C:25]([SiH2:24][O:23][C:22]([CH3:30])([CH3:29])[C@H:15]1[CH2:16][CH2:17][C:18]2[C:13](=[C:12]3[C:21](=[CH:20][CH:19]=2)[N:8]=[CH:9][CH:10]=[CH:11]3)[O:14]1)([CH3:28])([CH3:26])[CH3:27]. (6) Given the reactants [F:1][CH2:2][C:3]([O:8][CH3:9])([O:6][CH3:7])[C:4]#[CH:5].[C:10](=[O:17])(OCC)[O:11][CH2:12][CH3:13].[O-:18][CH2:19][CH3:20].[K+].[NH4+].[Cl-], predict the reaction product. The product is: [CH2:19]([O:18][C:4]([C:3]([O:8][CH3:9])([O:6][CH3:7])[CH2:2][F:1])=[CH:5][C:10]([O:11][CH2:12][CH3:13])=[O:17])[CH3:20]. (7) Given the reactants I(O)(=O)(=O)=[O:2].[CH:6]1([C@@H:9]2[C:16]3[CH:15]=[N:14][NH:13][C:12]=3[CH2:11][N:10]2[S:17]([C:20]2[CH:25]=[CH:24][C:23]([C:26]([F:29])([F:28])[F:27])=[CH:22][CH:21]=2)(=[O:19])=[O:18])[CH2:8][CH2:7]1, predict the reaction product. The product is: [CH:6]1([C@@H:9]2[C:16]3[CH:15]=[N:14][NH:13][C:12]=3[C:11](=[O:2])[N:10]2[S:17]([C:20]2[CH:25]=[CH:24][C:23]([C:26]([F:27])([F:28])[F:29])=[CH:22][CH:21]=2)(=[O:19])=[O:18])[CH2:7][CH2:8]1. (8) Given the reactants CO[C:3]([C:5]1[N:6]([CH3:22])[N:7]=[C:8]([O:10][CH2:11][C:12]2[C:13]([CH2:18][CH2:19][CH2:20][CH3:21])=[N:14][O:15][C:16]=2[CH3:17])[CH:9]=1)=[O:4].CO[C:25]([C:27]1[NH:28]N=C(OC[C:31]2[C:27]([C:25]3C=CC=CC=3)=[N:28]OC=2C)[CH:31]=1)=O.C(N)(C)C, predict the reaction product. The product is: [CH:27]([NH:28][C:3]([C:5]1[N:6]([CH3:22])[N:7]=[C:8]([O:10][CH2:11][C:12]2[C:13]([CH2:18][CH2:19][CH2:20][CH3:21])=[N:14][O:15][C:16]=2[CH3:17])[CH:9]=1)=[O:4])([CH3:31])[CH3:25]. (9) Given the reactants [Cl:1][C:2]1[C:11]2[C:6](=[CH:7][CH:8]=[C:9]([CH2:12][OH:13])[CH:10]=2)[N:5]=[C:4]([N:14]2[CH2:20][C:19]3[CH:21]=[CH:22][CH:23]=[CH:24][C:18]=3[S:17](=O)(=O)[CH2:16][CH2:15]2)[CH:3]=1.ClC1C2C(=CC=C(C(OC)=O)C=2)N=C(N2CC3C=CC=CC=3SCC2)C=1.[BH4-].[Na+], predict the reaction product. The product is: [Cl:1][C:2]1[C:11]2[C:6](=[CH:7][CH:8]=[C:9]([CH2:12][OH:13])[CH:10]=2)[N:5]=[C:4]([N:14]2[CH2:20][C:19]3[CH:21]=[CH:22][CH:23]=[CH:24][C:18]=3[S:17][CH2:16][CH2:15]2)[CH:3]=1.